Dataset: Forward reaction prediction with 1.9M reactions from USPTO patents (1976-2016). Task: Predict the product of the given reaction. (1) Given the reactants Br.[NH2:2][C:3]1[C:12]([C:13]2[CH:18]=[CH:17][C:16]([F:19])=[CH:15][CH:14]=2)=[CH:11][C:10]([OH:20])=[C:9]2[C:4]=1[C:5](=[O:21])[NH:6][CH:7]=[N:8]2.CCN(C(C)C)C(C)C.[C:31](Cl)(=[O:38])[C:32]1[CH:37]=[CH:36][CH:35]=[CH:34][CH:33]=1, predict the reaction product. The product is: [F:19][C:16]1[CH:15]=[CH:14][C:13]([C:12]2[C:3]([NH:2][C:31](=[O:38])[C:32]3[CH:37]=[CH:36][CH:35]=[CH:34][CH:33]=3)=[C:4]3[C:9](=[C:10]([OH:20])[CH:11]=2)[N:8]=[CH:7][NH:6][C:5]3=[O:21])=[CH:18][CH:17]=1. (2) Given the reactants [C:1]([O:5][C:6]([NH:8][C@H:9]([C:22]([O:24][C:25]([CH3:28])([CH3:27])[CH3:26])=[O:23])[CH2:10]/[CH:11]=[C:12](\[CH2:18][CH2:19][CH2:20][F:21])/[C:13]([O:15][CH2:16][CH3:17])=[O:14])=[O:7])([CH3:4])([CH3:3])[CH3:2].C(OC(N[C@H](C(OC(C)(C)C)=O)C/C=C(/CCCF)\C(OCC)=O)=O)(C)(C)C, predict the reaction product. The product is: [C:1]([O:5][C:6]([NH:8][C@@H:9]([CH2:10][CH2:11][CH:12]([CH2:18][CH2:19][CH2:20][F:21])[C:13]([O:15][CH2:16][CH3:17])=[O:14])[C:22]([O:24][C:25]([CH3:27])([CH3:28])[CH3:26])=[O:23])=[O:7])([CH3:4])([CH3:3])[CH3:2]. (3) The product is: [F:1][C:2]1[CH:3]=[CH:4][C:5]([C:8]([CH3:14])([CH3:13])[CH2:9][OH:10])=[CH:6][CH:7]=1. Given the reactants [F:1][C:2]1[CH:7]=[CH:6][C:5]([C:8]([CH3:14])([CH3:13])[C:9](OC)=[O:10])=[CH:4][CH:3]=1.[H-].[Al+3].[Li+].[H-].[H-].[H-].[OH-].[Na+], predict the reaction product. (4) Given the reactants [C:1]([O:5][C:6]([N:8]1[CH2:12][CH2:11][S:10][CH:9]1[C:13](=O)[NH:14][CH2:15][C:16]([C:18]1[CH:23]=[CH:22][C:21]([C:24]2[CH:33]=[CH:32][C:31]3[C:26](=[CH:27][CH:28]=[C:29]([C:34]4[N:35]=[C:36]([CH:39]5[CH2:45][C:42]6([CH2:44][CH2:43]6)[CH2:41][N:40]5[C:46](=[O:56])[CH:47]([NH:51][C:52]([O:54][CH3:55])=[O:53])[CH:48]([CH3:50])[CH3:49])[NH:37][CH:38]=4)[CH:30]=3)[CH:25]=2)=[CH:20][CH:19]=1)=O)=[O:7])([CH3:4])([CH3:3])[CH3:2].C([O-])(=O)C.[NH4+:62], predict the reaction product. The product is: [C:1]([O:5][C:6]([N:8]1[CH2:12][CH2:11][S:10][CH:9]1[C:13]1[NH:62][C:16]([C:18]2[CH:19]=[CH:20][C:21]([C:24]3[CH:33]=[CH:32][C:31]4[C:26](=[CH:27][CH:28]=[C:29]([C:34]5[N:35]=[C:36]([CH:39]6[CH2:45][C:42]7([CH2:43][CH2:44]7)[CH2:41][N:40]6[C:46](=[O:56])[CH:47]([NH:51][C:52]([O:54][CH3:55])=[O:53])[CH:48]([CH3:50])[CH3:49])[NH:37][CH:38]=5)[CH:30]=4)[CH:25]=3)=[CH:22][CH:23]=2)=[CH:15][N:14]=1)=[O:7])([CH3:3])([CH3:2])[CH3:4]. (5) Given the reactants CN(C=O)C.[OH:6][C:7]1[C:15]([O:16][CH3:17])=[CH:14][C:10]([C:11]([OH:13])=[O:12])=[CH:9][C:8]=1[O:18][CH3:19].[CH2:20](Br)[C:21]#[CH:22].[C:24](=O)([O-])[O-].[K+].[K+].C(O[CH2:34][CH3:35])(=O)C, predict the reaction product. The product is: [CH2:20]([O:6][C:7]1[C:8]([O:18][CH3:19])=[CH:9][C:10]([C:11]([O:13][CH2:24][C:34]#[CH:35])=[O:12])=[CH:14][C:15]=1[O:16][CH3:17])[C:21]#[CH:22].